From a dataset of Catalyst prediction with 721,799 reactions and 888 catalyst types from USPTO. Predict which catalyst facilitates the given reaction. (1) Reactant: [NH2:1][C:2]1[N:7]=[C:6]([OH:8])[CH:5]=[C:4]([NH2:9])[N:3]=1.CC([O-])=O.[Na+].Br[CH2:16][C:17]([C:19]1[CH:26]=[CH:25][C:22]([C:23]#[N:24])=[CH:21][CH:20]=1)=O. Product: [NH2:1][C:2]1[N:7]=[C:6]([OH:8])[C:5]2[CH:16]=[C:17]([C:19]3[CH:26]=[CH:25][C:22]([C:23]#[N:24])=[CH:21][CH:20]=3)[NH:9][C:4]=2[N:3]=1. The catalyst class is: 72. (2) Product: [CH2:1]([O:8][C:9]([N:11]1[CH2:12][CH2:13][CH2:14][CH:15]([N:37]=[N+:38]=[N-:39])[CH:16]([OH:30])[CH2:17]1)=[O:10])[C:2]1[CH:3]=[CH:4][CH:5]=[CH:6][CH:7]=1. The catalyst class is: 4. Reactant: [CH2:1]([O:8][C:9]([N:11]1[CH2:17][CH:16]=[CH:15][CH2:14][CH2:13][CH2:12]1)=[O:10])[C:2]1[CH:7]=[CH:6][CH:5]=[CH:4][CH:3]=1.ClC1C=CC=C(C(OO)=O)C=1.C([O-])([O-])=[O:30].[K+].[K+].[Cl-].[NH4+].[N-:37]=[N+:38]=[N-:39].[Na+]. (3) Reactant: [C:1]1([C:7]([CH3:12])=[CH:8]C(O)=O)[CH:6]=[CH:5][CH:4]=[CH:3][CH:2]=1.C1(P(N=[N+]=[N-])(C2C=CC=CC=2)=[O:20])C=CC=CC=1.C([N:32]([CH2:35]C)CC)C. Product: [CH3:12][C:7]1[C:1]2[C:2](=[CH:3][CH:4]=[CH:5][CH:6]=2)[C:35](=[O:20])[NH:32][CH:8]=1. The catalyst class is: 48. (4) Reactant: [F:1][C:2]1[CH:7]=[C:6]([O:8][CH2:9][CH2:10][C@@H:11]2[CH2:13][C@@H:12]2[CH:14]2[CH2:19][CH2:18][N:17]([C:20]3[O:24][N:23]=[C:22]([CH2:25][O:26][CH3:27])[N:21]=3)[CH2:16][CH2:15]2)[CH:5]=[CH:4][C:3]=1[CH2:28][C:29](O)=[O:30].[NH:32]1[CH2:35][CH2:34][CH2:33]1.C(N(CC)C(C)C)(C)C.CN(C(ON1N=NC2C=CC=NC1=2)=[N+](C)C)C.F[P-](F)(F)(F)(F)F. Product: [N:32]1([C:29](=[O:30])[CH2:28][C:3]2[CH:4]=[CH:5][C:6]([O:8][CH2:9][CH2:10][C@@H:11]3[CH2:13][C@@H:12]3[CH:14]3[CH2:19][CH2:18][N:17]([C:20]4[O:24][N:23]=[C:22]([CH2:25][O:26][CH3:27])[N:21]=4)[CH2:16][CH2:15]3)=[CH:7][C:2]=2[F:1])[CH2:35][CH2:34][CH2:33]1. The catalyst class is: 3. (5) Reactant: C(OC(=O)[NH:10][C@H:11]([C:16]([N:18]1[CH2:22][CH2:21][C@H:20]2[N:23]([C:27](=[O:34])[C:28]3[CH:33]=[CH:32][CH:31]=[CH:30][CH:29]=3)[CH2:24][C@H:25]([OH:26])[C@@H:19]12)=[O:17])[CH2:12][CH:13]([CH3:15])[CH3:14])C1C=CC=CC=1.[H][H]. Product: [NH2:10][C@@H:11]([CH2:12][CH:13]([CH3:15])[CH3:14])[C:16]([N:18]1[CH2:22][CH2:21][C@H:20]2[N:23]([C:27](=[O:34])[C:28]3[CH:29]=[CH:30][CH:31]=[CH:32][CH:33]=3)[CH2:24][C@H:25]([OH:26])[C@@H:19]12)=[O:17]. The catalyst class is: 63.